Dataset: Full USPTO retrosynthesis dataset with 1.9M reactions from patents (1976-2016). Task: Predict the reactants needed to synthesize the given product. (1) Given the product [N:24]1([S:20]([C:6]2[CH:5]=[CH:4][C:3]([O:2][CH3:1])=[C:12]3[C:7]=2[CH2:8][CH2:9][C@H:10]([NH:13][C:14](=[O:19])[C:15]([F:18])([F:17])[F:16])[CH2:11]3)(=[O:22])=[O:21])[C:28]2[CH:29]=[CH:30][CH:31]=[CH:32][C:27]=2[N:26]=[CH:25]1, predict the reactants needed to synthesize it. The reactants are: [CH3:1][O:2][C:3]1[C:12]2[CH2:11][C@@H:10]([NH:13][C:14](=[O:19])[C:15]([F:18])([F:17])[F:16])[CH2:9][CH2:8][C:7]=2[C:6]([S:20](Cl)(=[O:22])=[O:21])=[CH:5][CH:4]=1.[N:24]1[C:28]2[CH:29]=[CH:30][CH:31]=[CH:32][C:27]=2[NH:26][CH:25]=1. (2) Given the product [C:9]1([C:2]2[S:6][C:5]([CH:7]=[O:8])=[CH:4][CH:3]=2)[CH:14]=[CH:13][CH:12]=[CH:11][CH:10]=1, predict the reactants needed to synthesize it. The reactants are: Br[C:2]1[S:6][C:5]([CH:7]=[O:8])=[CH:4][CH:3]=1.[C:9]1(B(O)O)[CH:14]=[CH:13][CH:12]=[CH:11][CH:10]=1.C([O-])([O-])=O.[K+].[K+].